From a dataset of Reaction yield outcomes from USPTO patents with 853,638 reactions. Predict the reaction yield, written as a fraction of the theoretical maximum amount of product (1.0 means a 100% yield; for example, 0.34 means a 34% yield). (1) The reactants are Br[C:2]1[CH:7]=[CH:6][C:5]([CH:8]([N:13]2[CH2:27][CH2:26][C:16]3([O:21][CH2:20][C:19](=[O:22])[N:18]([CH:23]4[CH2:25][CH2:24]4)[CH2:17]3)[CH2:15][CH2:14]2)[C:9]([O:11][CH3:12])=[O:10])=[C:4]([F:28])[CH:3]=1.CC1(C)C(C)(C)OB(B2OC(C)(C)C(C)(C)O2)O1.C([O-])(=O)C.[K+].Br[C:53]1[CH:62]=[C:61]2[C:56]([CH:57]=[C:58]([O:63][CH3:64])[CH:59]=[N:60]2)=[CH:55][CH:54]=1.C(=O)([O-])[O-].[K+].[K+]. The catalyst is O1CCOCC1.C1C=CC(P(C2C=CC=CC=2)[C-]2C=CC=C2)=CC=1.C1C=CC(P(C2C=CC=CC=2)[C-]2C=CC=C2)=CC=1.Cl[Pd]Cl.[Fe+2].C(Cl)Cl. The product is [CH:23]1([N:18]2[CH2:17][C:16]3([CH2:26][CH2:27][N:13]([CH:8]([C:5]4[CH:6]=[CH:7][C:2]([C:53]5[CH:62]=[C:61]6[C:56]([CH:57]=[C:58]([O:63][CH3:64])[CH:59]=[N:60]6)=[CH:55][CH:54]=5)=[CH:3][C:4]=4[F:28])[C:9]([O:11][CH3:12])=[O:10])[CH2:14][CH2:15]3)[O:21][CH2:20][C:19]2=[O:22])[CH2:25][CH2:24]1. The yield is 0.260. (2) The reactants are [Cl:1][C:2]1[CH:3]=[CH:4][C:5]([O:26][CH3:27])=[C:6]([C:8]2[N:13]=[C:12]([NH:14]C(=O)C)[CH:11]=[C:10]([NH:18][C:19]3[CH:24]=[CH:23][C:22]([CH3:25])=[CH:21][CH:20]=3)[CH:9]=2)[CH:7]=1.NN. The catalyst is C(O)C. The product is [Cl:1][C:2]1[CH:3]=[CH:4][C:5]([O:26][CH3:27])=[C:6]([C:8]2[N:13]=[C:12]([NH2:14])[CH:11]=[C:10]([NH:18][C:19]3[CH:24]=[CH:23][C:22]([CH3:25])=[CH:21][CH:20]=3)[CH:9]=2)[CH:7]=1. The yield is 0.450.